Dataset: Reaction yield outcomes from USPTO patents with 853,638 reactions. Task: Predict the reaction yield, written as a fraction of the theoretical maximum amount of product (1.0 means a 100% yield; for example, 0.34 means a 34% yield). The reactants are O1CCCCC1[N:7]1[C:15]2[C:10](=[CH:11][C:12]([C:16]3[N:20]=[CH:19][N:18](C(C4C=CC=CC=4)(C4C=CC=CC=4)C4C=CC=CC=4)[N:17]=3)=[CH:13][CH:14]=2)[C:9]([C:40]2[CH:41]=[C:42]([CH:47]=[CH:48][CH:49]=2)[C:43]([O:45]C)=O)=[N:8]1.O.[OH-].[Li+].[CH2:53]([NH2:60])[C:54]1[CH:59]=[CH:58][CH:57]=[CH:56][CH:55]=1.O.ON1C2C=CC=CC=2N=N1.Cl.CN(C)CCCN=C=NCC. The catalyst is O1CCCC1.O1CCCC1.O. The product is [NH:17]1[C:16]([C:12]2[CH:11]=[C:10]3[C:15](=[CH:14][CH:13]=2)[NH:7][N:8]=[C:9]3[C:40]2[CH:41]=[C:42]([C:43]([NH:60][CH2:53][C:54]3[CH:59]=[CH:58][CH:57]=[CH:56][CH:55]=3)=[O:45])[CH:47]=[CH:48][CH:49]=2)=[N:20][CH:19]=[N:18]1. The yield is 0.780.